Dataset: Peptide-MHC class II binding affinity with 134,281 pairs from IEDB. Task: Regression. Given a peptide amino acid sequence and an MHC pseudo amino acid sequence, predict their binding affinity value. This is MHC class II binding data. The peptide sequence is VYRIMTRGLLGSYQAGA. The MHC is DRB1_1501 with pseudo-sequence DRB1_1501. The binding affinity (normalized) is 0.283.